Dataset: Peptide-MHC class I binding affinity with 185,985 pairs from IEDB/IMGT. Task: Regression. Given a peptide amino acid sequence and an MHC pseudo amino acid sequence, predict their binding affinity value. This is MHC class I binding data. (1) The peptide sequence is NINFNNSSI. The MHC is HLA-A02:02 with pseudo-sequence HLA-A02:02. The binding affinity (normalized) is 0.317. (2) The peptide sequence is KYPRLKKPTI. The MHC is H-2-Db with pseudo-sequence H-2-Db. The binding affinity (normalized) is 0.151. (3) The peptide sequence is VYIGDPAQL. The MHC is HLA-A01:01 with pseudo-sequence HLA-A01:01. The binding affinity (normalized) is 0. (4) The peptide sequence is ISCQIYNAL. The MHC is HLA-C15:02 with pseudo-sequence HLA-C15:02. The binding affinity (normalized) is 0.450. (5) The peptide sequence is GRYIVYSSY. The MHC is HLA-B15:09 with pseudo-sequence HLA-B15:09. The binding affinity (normalized) is 0.0847. (6) The peptide sequence is HTQGYFPDW. The MHC is HLA-A68:01 with pseudo-sequence HLA-A68:01. The binding affinity (normalized) is 0.234.